This data is from Reaction yield outcomes from USPTO patents with 853,638 reactions. The task is: Predict the reaction yield, written as a fraction of the theoretical maximum amount of product (1.0 means a 100% yield; for example, 0.34 means a 34% yield). The reactants are [Li+].[Cl-].[CH3:3][O:4][C:5]([CH2:7]P(OC)(OC)=O)=[O:6].[CH2:14]([O:21][C:22](=[O:35])[NH:23][CH:24]([C:29]1[CH:34]=[CH:33][CH:32]=[CH:31][CH:30]=1)[CH2:25]CC=O)[C:15]1[CH:20]=[CH:19][CH:18]=[CH:17][CH:16]=1. The catalyst is C(#N)C.C(OCC)C.[NH4+].[Cl-]. The product is [CH3:3][O:4][C:5](=[O:6])[CH2:7][CH2:25][CH:24]([NH:23][C:22]([O:21][CH2:14][C:15]1[CH:20]=[CH:19][CH:18]=[CH:17][CH:16]=1)=[O:35])[C:29]1[CH:30]=[CH:31][CH:32]=[CH:33][CH:34]=1. The yield is 0.790.